Dataset: Peptide-MHC class II binding affinity with 134,281 pairs from IEDB. Task: Regression. Given a peptide amino acid sequence and an MHC pseudo amino acid sequence, predict their binding affinity value. This is MHC class II binding data. (1) The peptide sequence is RQEKWMTGRMGERQL. The MHC is DRB5_0101 with pseudo-sequence DRB5_0101. The binding affinity (normalized) is 0.671. (2) The peptide sequence is EKKYFAATPFEPLAA. The MHC is HLA-DQA10401-DQB10402 with pseudo-sequence HLA-DQA10401-DQB10402. The binding affinity (normalized) is 0.471. (3) The peptide sequence is TRILTIPQSLDSWWTSLNF. The MHC is HLA-DQA10501-DQB10301 with pseudo-sequence HLA-DQA10501-DQB10301. The binding affinity (normalized) is 0.172. (4) The MHC is DRB1_0404 with pseudo-sequence DRB1_0404. The peptide sequence is TSLLISWGHYPLHLR. The binding affinity (normalized) is 0.539. (5) The peptide sequence is ATISATPESATPFPH. The MHC is DRB1_1501 with pseudo-sequence DRB1_1501. The binding affinity (normalized) is 0.0464. (6) The peptide sequence is SQDLELSWNLRGLQAY. The MHC is DRB1_0401 with pseudo-sequence DRB1_0401. The binding affinity (normalized) is 0.183. (7) The peptide sequence is FSNVYLFAKDKSGPL. The MHC is HLA-DQA10401-DQB10402 with pseudo-sequence HLA-DQA10401-DQB10402. The binding affinity (normalized) is 0.127.